Dataset: Forward reaction prediction with 1.9M reactions from USPTO patents (1976-2016). Task: Predict the product of the given reaction. (1) Given the reactants [Cl:1][C:2]1[CH:3]=[C:4]2[C:8](=[CH:9][CH:10]=1)[NH:7][C:6](=[O:11])[C:5]2([CH2:20][C:21](O)=[O:22])[C:12]1[CH:17]=[CH:16][CH:15]=[CH:14][C:13]=1[O:18][CH3:19].[S:24]1[CH:28]=[CH:27][N:26]=[C:25]1[N:29]1[CH2:34][CH2:33][NH:32][CH2:31][CH2:30]1, predict the reaction product. The product is: [Cl:1][C:2]1[CH:3]=[C:4]2[C:8](=[CH:9][CH:10]=1)[NH:7][C:6](=[O:11])[C:5]2([C:12]1[CH:17]=[CH:16][CH:15]=[CH:14][C:13]=1[O:18][CH3:19])[CH2:20][C:21](=[O:22])[N:32]1[CH2:33][CH2:34][N:29]([C:25]2[S:24][CH:28]=[CH:27][N:26]=2)[CH2:30][CH2:31]1. (2) Given the reactants [CH3:1][C:2]([C:9]1[CH:14]=[CH:13][C:12]([N+:15]([O-:17])=[O:16])=[CH:11][CH:10]=1)([CH3:8])[C:3](OCC)=[O:4].[Li+].[BH4-].CO, predict the reaction product. The product is: [CH3:8][C:2]([C:9]1[CH:14]=[CH:13][C:12]([N+:15]([O-:17])=[O:16])=[CH:11][CH:10]=1)([CH3:1])[CH2:3][OH:4]. (3) Given the reactants N[C:2]1[CH:7]=[CH:6][C:5]([CH2:8][CH2:9][CH2:10][C:11]([OH:13])=[O:12])=[CH:4][CH:3]=1.Cl.N([O-])=O.[Na+].[I-:19].[K+], predict the reaction product. The product is: [I:19][C:2]1[CH:7]=[CH:6][C:5]([CH2:8][CH2:9][CH2:10][C:11]([OH:13])=[O:12])=[CH:4][CH:3]=1. (4) Given the reactants [C@H:1]12[CH2:7][CH:4]([NH:5][CH2:6]1)[CH2:3][N:2]2[C:8]1[N:13]([CH3:14])[C:12](=[O:15])[CH:11]=[C:10]([C:16]2[CH:21]=[CH:20][N:19]=[CH:18][CH:17]=2)[N:9]=1.Br[C:23]1[CH:24]=[N:25][CH:26]=[CH:27][CH:28]=1.C(=O)([O-])[O-].[Cs+].[Cs+], predict the reaction product. The product is: [CH3:14][N:13]1[C:12](=[O:15])[CH:11]=[C:10]([C:16]2[CH:21]=[CH:20][N:19]=[CH:18][CH:17]=2)[N:9]=[C:8]1[N:2]1[CH2:3][CH:4]2[CH2:7][C@H:1]1[CH2:6][N:5]2[C:23]1[CH:24]=[N:25][CH:26]=[CH:27][CH:28]=1. (5) Given the reactants F[C:2]1[CH:3]=[CH:4][C:5]([C:8]([F:11])([F:10])[F:9])=[N:6][CH:7]=1.[OH:12][C:13]1[CH:14]=[C:15]2[C:20](=[CH:21][CH:22]=1)[N:19]=[C:18]([C:23]([O:25][CH3:26])=[O:24])[CH:17]=[CH:16]2.C(=O)([O-])[O-].[Cs+].[Cs+].CN(C)C=O, predict the reaction product. The product is: [F:9][C:8]([F:11])([F:10])[C:5]1[N:6]=[CH:7][C:2]([O:12][C:13]2[CH:14]=[C:15]3[C:20](=[CH:21][CH:22]=2)[N:19]=[C:18]([C:23]([O:25][CH3:26])=[O:24])[CH:17]=[CH:16]3)=[CH:3][CH:4]=1.